This data is from Full USPTO retrosynthesis dataset with 1.9M reactions from patents (1976-2016). The task is: Predict the reactants needed to synthesize the given product. (1) Given the product [NH2:11][CH2:10][CH:9]1[C:8]2[CH:18]=[C:19]([C:22]3[C:30]4[C:25](=[CH:26][C:27]([F:31])=[CH:28][CH:29]=4)[NH:24][CH:23]=3)[CH:20]=[CH:21][C:7]=2[S:6](=[O:40])(=[O:39])[N:5]1[C:1]([CH3:4])([CH3:3])[CH3:2], predict the reactants needed to synthesize it. The reactants are: [C:1]([N:5]1[CH:9]([CH2:10][NH:11]C(=O)C(F)(F)F)[C:8]2[CH:18]=[C:19]([C:22]3[C:30]4[C:25](=[CH:26][C:27]([F:31])=[CH:28][CH:29]=4)[N:24](C(OC(C)(C)C)=O)[CH:23]=3)[CH:20]=[CH:21][C:7]=2[S:6]1(=[O:40])=[O:39])([CH3:4])([CH3:3])[CH3:2].[OH-].[Na+]. (2) Given the product [CH3:12][O:11][C:3]1[CH:4]=[C:5]([N+:8]([O-:10])=[O:9])[CH:6]=[CH:7][C:2]=1[N:65]1[CH2:70][CH2:69][O:68][CH2:67][CH2:66]1, predict the reactants needed to synthesize it. The reactants are: Br[C:2]1[CH:7]=[CH:6][C:5]([N+:8]([O-:10])=[O:9])=[CH:4][C:3]=1[O:11][CH3:12].CC([O-])(C)C.[Na+].C1C=CC(P(C2C(C3C(P(C4C=CC=CC=4)C4C=CC=CC=4)=CC=C4C=3C=CC=C4)=C3C(C=CC=C3)=CC=2)C2C=CC=CC=2)=CC=1.[NH:65]1[CH2:70][CH2:69][O:68][CH2:67][CH2:66]1. (3) Given the product [CH3:1][C:2]1[CH:7]=[C:6]([C:8]2[C:16]3[C:11](=[CH:12][CH:13]=[C:14]([C:17]([OH:19])=[O:18])[CH:15]=3)[N:10]([C:22]([C:23]3[CH:28]=[CH:27][CH:26]=[CH:25][CH:24]=3)([C:35]3[CH:36]=[CH:37][CH:38]=[CH:39][CH:40]=3)[C:29]3[CH:34]=[CH:33][CH:32]=[CH:31][CH:30]=3)[N:9]=2)[CH:5]=[CH:4][N:3]=1, predict the reactants needed to synthesize it. The reactants are: [CH3:1][C:2]1[CH:7]=[C:6]([C:8]2[C:16]3[C:11](=[CH:12][CH:13]=[C:14]([C:17]([O:19]CC)=[O:18])[CH:15]=3)[N:10]([C:22]([C:35]3[CH:40]=[CH:39][CH:38]=[CH:37][CH:36]=3)([C:29]3[CH:34]=[CH:33][CH:32]=[CH:31][CH:30]=3)[C:23]3[CH:28]=[CH:27][CH:26]=[CH:25][CH:24]=3)[N:9]=2)[CH:5]=[CH:4][N:3]=1.[Li+].[OH-]. (4) Given the product [OH:20][CH:21]([C:23]1[CH:57]=[CH:56][C:26]([CH2:27][N:28]2[C:33](=[O:34])[C:32]([CH2:35][C:36]3[CH:41]=[CH:40][C:39]([C:42]4[CH:47]=[CH:46][CH:45]=[CH:44][C:43]=4[C:48]4[NH:49][C:4](=[O:7])[O:5][N:3]=4)=[CH:38][CH:37]=3)=[C:31]([CH2:50][CH2:51][CH3:52])[N:30]3[N:53]=[CH:54][N:55]=[C:29]23)=[CH:25][CH:24]=1)[CH3:22], predict the reactants needed to synthesize it. The reactants are: [Cl-].O[NH3+:3].[C:4](=[O:7])([O-])[OH:5].[Na+].CS(C)=O.[Si]([O:20][CH:21]([C:23]1[CH:57]=[CH:56][C:26]([CH2:27][N:28]2[C:33](=[O:34])[C:32]([CH2:35][C:36]3[CH:41]=[CH:40][C:39]([C:42]4[C:43]([C:48]#[N:49])=[CH:44][CH:45]=[CH:46][CH:47]=4)=[CH:38][CH:37]=3)=[C:31]([CH2:50][CH2:51][CH3:52])[N:30]3[N:53]=[CH:54][N:55]=[C:29]23)=[CH:25][CH:24]=1)[CH3:22])(C(C)(C)C)(C)C. (5) Given the product [C:1]1([C:7]2([C:10]([O:12][CH3:18])=[O:11])[CH2:9][CH2:8]2)[CH:6]=[CH:5][CH:4]=[CH:3][CH:2]=1, predict the reactants needed to synthesize it. The reactants are: [C:1]1([C:7]2([C:10]([OH:12])=[O:11])[CH2:9][CH2:8]2)[CH:6]=[CH:5][CH:4]=[CH:3][CH:2]=1.S(=O)(=O)(O)O.[C:18](=O)([O-])[O-].[K+].[K+]. (6) Given the product [CH2:1]([O:8][C@H:9]1[C@H:15]([O:16][CH2:17][C:18]2[CH:23]=[CH:22][CH:21]=[CH:20][CH:19]=2)[C@@H:14]([O:24][CH2:25][C:26]2[CH:27]=[CH:28][CH:29]=[CH:30][CH:31]=2)[C@:13]2([C:33]3[CH:38]=[CH:37][C:36]([Cl:39])=[C:35]([CH2:40][C:41]4[CH:46]=[CH:45][C:44]([O:47][CH2:48][CH3:49])=[C:43]([F:50])[CH:42]=4)[CH:34]=3)[O:32][C@@:10]1([C:51]([O:53][CH3:59])=[O:52])[CH2:11][O:12]2)[C:2]1[CH:3]=[CH:4][CH:5]=[CH:6][CH:7]=1, predict the reactants needed to synthesize it. The reactants are: [CH2:1]([O:8][C@H:9]1[C@H:15]([O:16][CH2:17][C:18]2[CH:23]=[CH:22][CH:21]=[CH:20][CH:19]=2)[C@@H:14]([O:24][CH2:25][C:26]2[CH:31]=[CH:30][CH:29]=[CH:28][CH:27]=2)[C@:13]2([C:33]3[CH:38]=[CH:37][C:36]([Cl:39])=[C:35]([CH2:40][C:41]4[CH:46]=[CH:45][C:44]([O:47][CH2:48][CH3:49])=[C:43]([F:50])[CH:42]=4)[CH:34]=3)[O:32][C@@:10]1([C:51]([OH:53])=[O:52])[CH2:11][O:12]2)[C:2]1[CH:7]=[CH:6][CH:5]=[CH:4][CH:3]=1.S(=O)(=O)(O)O.[CH3:59]O.